This data is from Catalyst prediction with 721,799 reactions and 888 catalyst types from USPTO. The task is: Predict which catalyst facilitates the given reaction. (1) Reactant: [Cl:1][C:2]1[CH:12]=[CH:11][C:5]([O:6][CH2:7][C:8](Cl)=[CH2:9])=[CH:4][CH:3]=1.BrN1[C:18](=O)[CH2:17][CH2:16][C:15]1=O.[BrH:21].[C:22](#N)[CH3:23].[OH2:25]. Product: [Br:21][CH2:22][C:23](=[O:25])[CH2:9][C:8]1[CH:15]=[CH:16][CH:17]=[CH:18][C:7]=1[O:6][C:5]1[CH:11]=[CH:12][C:2]([Cl:1])=[CH:3][CH:4]=1. The catalyst class is: 28. (2) Reactant: [CH2:1]([O:8][CH2:9][CH:10]1[CH2:13][C:12](=[O:14])[C:11]1(Cl)Cl)[C:2]1[CH:7]=[CH:6][CH:5]=[CH:4][CH:3]=1. The catalyst class is: 284. Product: [CH2:1]([O:8][CH2:9][CH:10]1[CH2:13][C:12](=[O:14])[CH2:11]1)[C:2]1[CH:7]=[CH:6][CH:5]=[CH:4][CH:3]=1.